Dataset: Catalyst prediction with 721,799 reactions and 888 catalyst types from USPTO. Task: Predict which catalyst facilitates the given reaction. (1) Reactant: [NH2:1][C:2]1[CH:9]=[CH:8][C:5]([C:6]#[N:7])=[C:4]([CH3:10])[N:3]=1.C1C(=O)N([Cl:18])C(=O)C1. Product: [NH2:1][C:2]1[C:9]([Cl:18])=[CH:8][C:5]([C:6]#[N:7])=[C:4]([CH3:10])[N:3]=1. The catalyst class is: 52. (2) Reactant: [F:1][C:2]1[CH:7]=[C:6]([F:8])[CH:5]=[CH:4][C:3]=1/[CH:9]=[CH:10]/[C:11]([O:13][CH3:14])=[O:12].ClC1C=CN=CN=1.CO[CH2:24][N:25]([CH2:30][Si](C)(C)C)[C:26]([CH3:29])([CH3:28])[CH3:27].FC(F)(F)C(O)=O. Product: [C:26]([N:25]1[CH2:30][C@@H:9]([C:3]2[CH:4]=[CH:5][C:6]([F:8])=[CH:7][C:2]=2[F:1])[C@H:10]([C:11]([O:13][CH3:14])=[O:12])[CH2:24]1)([CH3:29])([CH3:28])[CH3:27]. The catalyst class is: 4.